From a dataset of Full USPTO retrosynthesis dataset with 1.9M reactions from patents (1976-2016). Predict the reactants needed to synthesize the given product. (1) Given the product [CH:1]1([C:4]2[N:8]([CH3:9])[C:7]3[CH:10]=[C:11]([N:14]4[CH:19]=[CH:18][C:17]([O:20][CH2:28][C:25]5[S:26][CH:27]=[C:23]([CH3:22])[N:24]=5)=[CH:16][C:15]4=[O:21])[CH:12]=[CH:13][C:6]=3[N:5]=2)[CH2:2][CH2:3]1, predict the reactants needed to synthesize it. The reactants are: [CH:1]1([C:4]2[N:8]([CH3:9])[C:7]3[CH:10]=[C:11]([N:14]4[CH:19]=[CH:18][C:17]([OH:20])=[CH:16][C:15]4=[O:21])[CH:12]=[CH:13][C:6]=3[N:5]=2)[CH2:3][CH2:2]1.[CH3:22][C:23]1[N:24]=[C:25]([CH2:28]O)[S:26][CH:27]=1.C1(P(C2C=CC=CC=2)C2C=CC=CC=2)C=CC=CC=1.N(C(OCCOC)=O)=NC(OCCOC)=O. (2) Given the product [NH:1]1[CH2:6][CH2:5][CH:4]([C:7]2[CH:16]=[CH:15][C:10]([C:11]([O:13][CH3:14])=[O:12])=[CH:9][CH:8]=2)[CH2:3][CH2:2]1, predict the reactants needed to synthesize it. The reactants are: [N:1]1[CH:6]=[CH:5][C:4]([C:7]2[CH:16]=[CH:15][C:10]([C:11]([O:13][CH3:14])=[O:12])=[CH:9][CH:8]=2)=[CH:3][CH:2]=1. (3) Given the product [CH2:12]([N:19]1[CH2:20][CH2:21][N:22]([CH2:25][CH2:26][C:27]2([NH2:28])[CH2:4][CH2:3][CH2:2][CH2:1]2)[CH2:23][CH2:24]1)[C:13]1[CH:14]=[CH:15][CH:16]=[CH:17][CH:18]=1, predict the reactants needed to synthesize it. The reactants are: [CH2:1]([Li])[CH2:2][CH2:3][CH2:4][Li].C(OCC)C.[CH2:12]([N:19]1[CH2:24][CH2:23][N:22]([CH2:25][CH2:26][C:27]#[N:28])[CH2:21][CH2:20]1)[C:13]1[CH:18]=[CH:17][CH:16]=[CH:15][CH:14]=1.[OH-].[Na+].C(N1CCNCC1)C1C=CC=CC=1. (4) Given the product [CH3:1][O:2][CH2:3][CH2:4][O:5][C:6]1[CH:11]=[CH:10][CH:9]=[CH:8][C:7]=1[C:12](=[O:14])[CH3:13].[C:37]([NH:40][C:41]1[CH:49]=[CH:48][C:44]([C:45](=[O:46])[CH2:13][C:12]([C:7]2[CH:8]=[CH:9][CH:10]=[CH:11][C:6]=2[O:5][CH2:4][CH2:3][O:2][CH3:1])=[O:14])=[CH:43][C:42]=1[CH2:50][CH3:51])(=[O:39])[CH3:38], predict the reactants needed to synthesize it. The reactants are: [CH3:1][O:2][CH2:3][CH2:4][O:5][C:6]1[CH:11]=[CH:10][CH:9]=[CH:8][C:7]=1[C:12](=[O:14])[CH3:13].BrCCOC.BrCC(C)C.C1N=CN(C(N2C=NC=C2)=O)C=1.[C:37]([NH:40][C:41]1[CH:49]=[CH:48][C:44]([C:45](O)=[O:46])=[CH:43][C:42]=1[CH2:50][CH3:51])(=[O:39])[CH3:38]. (5) Given the product [Br:1][C:2]1[CH:7]=[C:6]([CH3:8])[C:5]([O:9][CH3:12])=[C:4]([CH3:10])[C:3]=1[CH3:11], predict the reactants needed to synthesize it. The reactants are: [Br:1][C:2]1[CH:7]=[C:6]([CH3:8])[C:5]([OH:9])=[C:4]([CH3:10])[C:3]=1[CH3:11].[C:12](=O)([O-])[O-].[K+].[K+].CI. (6) The reactants are: [C:1]([N:4]([CH2:41][CH:42]1[CH2:44][CH2:43]1)[C:5]1[CH:40]=[CH:39][C:8]([O:9][C:10]2[CH:11]=[C:12]([CH:21]=[C:22]([O:24][CH2:25][C:26]3([CH2:30][O:31]CC4C=CC=CC=4)[CH2:29][CH2:28][CH2:27]3)[CH:23]=2)[C:13]([NH:15][C:16]2[S:17][CH:18]=[CH:19][N:20]=2)=[O:14])=[CH:7][CH:6]=1)(=[O:3])[CH3:2].CC1C=C(C)C(C)=C(C)C=1C.[OH-].[Na+].Cl. Given the product [C:1]([N:4]([CH2:41][CH:42]1[CH2:43][CH2:44]1)[C:5]1[CH:40]=[CH:39][C:8]([O:9][C:10]2[CH:11]=[C:12]([CH:21]=[C:22]([O:24][CH2:25][C:26]3([CH2:30][OH:31])[CH2:29][CH2:28][CH2:27]3)[CH:23]=2)[C:13]([NH:15][C:16]2[S:17][CH:18]=[CH:19][N:20]=2)=[O:14])=[CH:7][CH:6]=1)(=[O:3])[CH3:2], predict the reactants needed to synthesize it. (7) Given the product [NH:30]([C:19](=[O:21])[CH2:18][CH2:17][C:14]1[S:13][C:12]([C:9]2[NH:10][C:11]3[C:7]([CH:8]=2)=[CH:6][CH:5]=[CH:4][C:3]=3[N:2]([CH3:1])[S:22]([C:25]2[S:26][CH:27]=[CH:28][CH:29]=2)(=[O:24])=[O:23])=[N:16][CH:15]=1)[NH2:31], predict the reactants needed to synthesize it. The reactants are: [CH3:1][N:2]([S:22]([C:25]1[S:26][CH:27]=[CH:28][CH:29]=1)(=[O:24])=[O:23])[C:3]1[CH:4]=[CH:5][CH:6]=[C:7]2[C:11]=1[NH:10][C:9]([C:12]1[S:13][C:14]([CH2:17][CH2:18][C:19]([OH:21])=O)=[CH:15][N:16]=1)=[CH:8]2.[N:30]1(O)C2C=CC=CC=2N=[N:31]1.Cl.CN(C)CCCN=C=NCC.O.NN. (8) Given the product [Cl:1][C:2]1[CH:3]=[CH:4][C:5]([C:8]2[N:9]([C:19]3[CH:24]=[CH:23][CH:22]=[CH:21][C:20]=3[Cl:25])[N:10]=[C:11]3[C:17]=2[O:16][CH2:15][CH2:14][CH2:13][CH:12]3[NH:29][CH2:28][C:27]([F:31])([F:30])[F:26])=[CH:6][CH:7]=1, predict the reactants needed to synthesize it. The reactants are: [Cl:1][C:2]1[CH:7]=[CH:6][C:5]([C:8]2[N:9]([C:19]3[CH:24]=[CH:23][CH:22]=[CH:21][C:20]=3[Cl:25])[N:10]=[C:11]3[C:17]=2[O:16][CH2:15][CH2:14][CH2:13][C:12]3=O)=[CH:4][CH:3]=1.[F:26][C:27]([F:31])([F:30])[CH2:28][NH2:29].C(O[BH-](OC(=O)C)OC(=O)C)(=O)C.[Na+].C(O)(=O)C. (9) Given the product [CH3:36][O:37][C:38]1[CH:39]=[C:40]([C:44]2([C:47]3[NH:10][C:9]4=[N:8][C:7]([N:11]5[CH2:16][CH2:15][CH2:14][C@@H:13]([C:17]([N:19]6[CH2:23][CH2:22][CH2:21][CH2:20]6)=[O:18])[CH2:12]5)=[CH:6][CH:5]=[C:4]4[N:3]=3)[CH2:45][CH2:46]2)[CH:41]=[CH:42][CH:43]=1, predict the reactants needed to synthesize it. The reactants are: Cl.Cl.[NH2:3][C:4]1[CH:5]=[CH:6][C:7]([N:11]2[CH2:16][CH2:15][CH2:14][C@@H:13]([C:17]([N:19]3[CH2:23][CH2:22][CH2:21][CH2:20]3)=[O:18])[CH2:12]2)=[N:8][C:9]=1[NH2:10].C(O)(=O)C.C(N(CC)CC)C.Cl.[CH3:36][O:37][C:38]1[CH:39]=[C:40]([C:44]2([C:47](=N)OCC)[CH2:46][CH2:45]2)[CH:41]=[CH:42][CH:43]=1.